From a dataset of Forward reaction prediction with 1.9M reactions from USPTO patents (1976-2016). Predict the product of the given reaction. (1) Given the reactants [C:1]([C:4]1[N:5]=[C:6]2[N:11]=[C:10]([CH3:12])[C:9]([CH2:13][NH:14][C:15](=[O:21])[O:16][C:17]([CH3:20])([CH3:19])[CH3:18])=[C:8]([C:22]3[CH:27]=[CH:26][C:25]([Cl:28])=[CH:24][C:23]=3[Cl:29])[N:7]2[CH:30]=1)(=O)[NH2:2].N1C=CC=CC=1.C(OC(C(F)(F)F)=O)(C(F)(F)F)=O, predict the reaction product. The product is: [C:1]([C:4]1[N:5]=[C:6]2[N:11]=[C:10]([CH3:12])[C:9]([CH2:13][NH:14][C:15](=[O:21])[O:16][C:17]([CH3:20])([CH3:19])[CH3:18])=[C:8]([C:22]3[CH:27]=[CH:26][C:25]([Cl:28])=[CH:24][C:23]=3[Cl:29])[N:7]2[CH:30]=1)#[N:2]. (2) Given the reactants [CH3:1][O:2][C:3](=[O:11])[C:4]1[CH:9]=[CH:8][C:7](Br)=[CH:6][CH:5]=1.C1C=CC(P(C2C=CC=CC=2)C2C=CC=CC=2)=CC=1.[C:31]([Si:33]([CH3:36])([CH3:35])[CH3:34])#[CH:32].CCN(CC)CC, predict the reaction product. The product is: [CH3:1][O:2][C:3](=[O:11])[C:4]1[CH:9]=[CH:8][C:7]([C:32]#[C:31][Si:33]([CH3:36])([CH3:35])[CH3:34])=[CH:6][CH:5]=1. (3) Given the reactants Cl[C:2]1[N:3]=[CH:4][C:5]([C:8]([NH:10][C:11]2[NH:12][N:13]=[C:14]([CH2:16][CH2:17][C:18]3[CH:23]=[C:22]([O:24][CH3:25])[CH:21]=[C:20]([O:26][CH3:27])[CH:19]=3)[CH:15]=2)=[O:9])=[N:6][CH:7]=1.CN1[C@@H](C)CNC[C@H]1C.[CH3:37][C@H:38]1[CH2:43][NH:42][CH2:41][C@@H:40]([CH3:44])[N:39]1[CH2:45][C:46]#[N:47].C(N(C(C)C)C(C)C)C, predict the reaction product. The product is: [C:46]([CH2:45][N:39]1[C@@H:38]([CH3:37])[CH2:43][N:42]([C:2]2[N:3]=[CH:4][C:5]([C:8]([NH:10][C:11]3[NH:12][N:13]=[C:14]([CH2:16][CH2:17][C:18]4[CH:23]=[C:22]([O:24][CH3:25])[CH:21]=[C:20]([O:26][CH3:27])[CH:19]=4)[CH:15]=3)=[O:9])=[N:6][CH:7]=2)[CH2:41][C@H:40]1[CH3:44])#[N:47].